From a dataset of Catalyst prediction with 721,799 reactions and 888 catalyst types from USPTO. Predict which catalyst facilitates the given reaction. (1) Reactant: [CH2:1]([C:3]([C:17]1[CH:22]=[CH:21][C:20]([OH:23])=[C:19]([CH3:24])[CH:18]=1)([C:6]1[S:10][C:9]2[CH:11]=[CH:12][C:13]([O:15][CH3:16])=[CH:14][C:8]=2[CH:7]=1)[CH2:4][CH3:5])[CH3:2].Br[CH2:26][C:27](=[O:32])[C:28]([CH3:31])([CH3:30])[CH3:29].C([O-])([O-])=O.[K+].[K+]. Product: [CH2:1]([C:3]([C:17]1[CH:22]=[CH:21][C:20]([O:23][CH2:26][C:27](=[O:32])[C:28]([CH3:31])([CH3:30])[CH3:29])=[C:19]([CH3:24])[CH:18]=1)([C:6]1[S:10][C:9]2[CH:11]=[CH:12][C:13]([O:15][CH3:16])=[CH:14][C:8]=2[CH:7]=1)[CH2:4][CH3:5])[CH3:2]. The catalyst class is: 21. (2) Reactant: [Cl:1][C:2]1[CH:7]=[CH:6][C:5]([CH2:8][CH:9]([NH:16][CH:17]=O)[CH:10]2[CH2:15][CH2:14][O:13][CH2:12][CH2:11]2)=[CH:4][C:3]=1[O:19][CH2:20][CH2:21][CH2:22][O:23][CH3:24].O=P(Cl)(Cl)Cl. Product: [Cl:1][C:2]1[CH:7]=[C:6]2[C:5]([CH2:8][CH:9]([CH:10]3[CH2:15][CH2:14][O:13][CH2:12][CH2:11]3)[N:16]=[CH:17]2)=[CH:4][C:3]=1[O:19][CH2:20][CH2:21][CH2:22][O:23][CH3:24]. The catalyst class is: 10. (3) Reactant: [CH2:1]([C@@:3]1([C:12]([O:14][CH3:15])=[O:13])[CH2:7][C:6]2[CH:8]=[CH:9][CH:10]=[CH:11][C:5]=2[O:4]1)[CH3:2].[C:16](Cl)(=[O:18])[CH3:17].[Cl-].[Al+3].[Cl-].[Cl-].Cl. Product: [C:16]([C:9]1[CH:10]=[CH:11][C:5]2[O:4][C@:3]([CH2:1][CH3:2])([C:12]([O:14][CH3:15])=[O:13])[CH2:7][C:6]=2[CH:8]=1)(=[O:18])[CH3:17]. The catalyst class is: 4. (4) Reactant: [CH:1]1[CH:10]=[N:9][C:8]2[C:3](=[C:4]([N+:12]([O-:14])=[O:13])[CH:5]=[CH:6][C:7]=2[OH:11])[CH:2]=1.[NH:15]1[CH2:20][CH2:19][NH:18][CH2:17][CH2:16]1. Product: [CH:1]1[CH:10]=[N:9][C:8]2[C:3](=[C:4]([N+:12]([O-:14])=[O:13])[CH:5]=[CH:6][C:7]=2[OH:11])[CH:2]=1.[NH:15]1[CH2:20][CH2:19][NH:18][CH2:17][CH2:16]1. The catalyst class is: 1. (5) Reactant: ClC(Cl)(O[C:5](=[O:11])OC(Cl)(Cl)Cl)Cl.[C:13]([O:17][C:18]([N:20]1[CH2:23][CH:22]([N:24]2[C:28]3[N:29]=[C:30]([C:39]4[CH:44]=[CH:43][C:42]([NH2:45])=[CH:41][CH:40]=4)[N:31]=[C:32]([N:33]4[CH2:38][CH2:37][O:36][CH2:35][CH2:34]4)[C:27]=3[N:26]=[N:25]2)[CH2:21]1)=[O:19])([CH3:16])([CH3:15])[CH3:14].N[C:47]1[CH:48]=[N:49][CH:50]=[CH:51][CH:52]=1.CC[N:55](CC)CC. Product: [N:33]1([C:32]2[C:27]3[N:26]=[N:25][N:24]([CH:22]4[CH2:23][N:20]([C:18]([O:17][C:13]([CH3:16])([CH3:14])[CH3:15])=[O:19])[CH2:21]4)[C:28]=3[N:29]=[C:30]([C:39]3[CH:40]=[CH:41][C:42]([NH:45][C:5](=[O:11])[NH:55][C:52]4[CH:47]=[CH:48][N:49]=[CH:50][CH:51]=4)=[CH:43][CH:44]=3)[N:31]=2)[CH2:34][CH2:35][O:36][CH2:37][CH2:38]1. The catalyst class is: 22. (6) Reactant: [Cl:1][C:2]1[CH:18]=[CH:17][C:5]([C:6]([NH:8][C:9]2([CH2:15][OH:16])[CH2:14][CH2:13][CH2:12][CH2:11][CH2:10]2)=O)=[CH:4][N:3]=1.S(Cl)(Cl)=O.C(=O)([O-])[O-].[K+].[K+]. Product: [Cl:1][C:2]1[N:3]=[CH:4][C:5]([C:6]2[O:16][CH2:15][C:9]3([CH2:14][CH2:13][CH2:12][CH2:11][CH2:10]3)[N:8]=2)=[CH:17][CH:18]=1. The catalyst class is: 22. (7) Reactant: [CH3:1][S:2]([C:5]1[CH:6]=[C:7]([C:11]2[S:15][C:14]([C:16]3[CH:20]=[CH:19][N:18]([CH3:21])[N:17]=3)=[CH:13][CH:12]=2)[CH:8]=[CH:9][CH:10]=1)(=[O:4])=[O:3].[Br:22]N1C(=O)CCC1=O. Product: [Br:22][C:20]1[C:16]([C:14]2[S:15][C:11]([C:7]3[CH:8]=[CH:9][CH:10]=[C:5]([S:2]([CH3:1])(=[O:4])=[O:3])[CH:6]=3)=[CH:12][CH:13]=2)=[N:17][N:18]([CH3:21])[CH:19]=1. The catalyst class is: 2. (8) Reactant: [CH3:1][O:2][C:3](=[O:30])[C:4]1[CH:9]=[CH:8][C:7]([N+:10]([O-])=O)=[CH:6][C:5]=1[NH:13][C:14](=[O:29])[C:15]1[CH:20]=[C:19]([C:21]([F:24])([F:23])[F:22])[CH:18]=[C:17]([C:25]([F:28])([F:27])[F:26])[CH:16]=1. Product: [CH3:1][O:2][C:3](=[O:30])[C:4]1[CH:9]=[CH:8][C:7]([NH2:10])=[CH:6][C:5]=1[NH:13][C:14](=[O:29])[C:15]1[CH:16]=[C:17]([C:25]([F:27])([F:28])[F:26])[CH:18]=[C:19]([C:21]([F:22])([F:23])[F:24])[CH:20]=1. The catalyst class is: 78. (9) Product: [Cl:1][C:2]1[CH:3]=[CH:4][C:5]([C:10]2[C:11]3[N:12]([N:17]=[C:18]([NH:20][C:21]4[CH:26]=[CH:25][C:24]([N:27]5[CH:31]=[C:30]([CH3:32])[N:29]=[CH:28]5)=[C:23]([O:33][CH3:34])[CH:22]=4)[N:19]=3)[CH:13]=[C:14]([CH3:16])[CH:15]=2)=[C:6]([CH2:7][OH:8])[CH:9]=1. Reactant: [Cl:1][C:2]1[CH:3]=[CH:4][C:5]([C:10]2[C:11]3[N:12]([N:17]=[C:18]([NH:20][C:21]4[CH:26]=[CH:25][C:24]([N:27]5[CH:31]=[C:30]([CH3:32])[N:29]=[CH:28]5)=[C:23]([O:33][CH3:34])[CH:22]=4)[N:19]=3)[CH:13]=[C:14]([CH3:16])[CH:15]=2)=[C:6]([CH:9]=1)[CH:7]=[O:8].[BH4-].[Na+].O. The catalyst class is: 5. (10) Reactant: [Cl:1][C:2]1[C:11]2[C:10](=[O:12])OC(=O)[N:7]([CH3:14])[C:6]=2[CH:5]=[CH:4][C:3]=1[F:15].[C:16]([C:20]1[CH:37]=[CH:36][C:23]([CH2:24][NH:25][CH2:26][CH2:27][C:28]2[CH:33]=[CH:32][C:31]([Cl:34])=[C:30]([Cl:35])[CH:29]=2)=[CH:22][CH:21]=1)([CH3:19])([CH3:18])[CH3:17]. Product: [C:16]([C:20]1[CH:37]=[CH:36][C:23]([CH2:24][N:25]([CH2:26][CH2:27][C:28]2[CH:33]=[CH:32][C:31]([Cl:34])=[C:30]([Cl:35])[CH:29]=2)[C:10](=[O:12])[C:11]2[C:6]([NH:7][CH3:14])=[CH:5][CH:4]=[C:3]([F:15])[C:2]=2[Cl:1])=[CH:22][CH:21]=1)([CH3:19])([CH3:17])[CH3:18]. The catalyst class is: 39.